Dataset: Reaction yield outcomes from USPTO patents with 853,638 reactions. Task: Predict the reaction yield, written as a fraction of the theoretical maximum amount of product (1.0 means a 100% yield; for example, 0.34 means a 34% yield). (1) The reactants are [Br:1][C:2]1[CH:3]=[C:4]([CH:16]=[CH:17][CH:18]=1)[CH2:5][CH2:6][O:7][CH2:8][C:9]([O:11]C(C)(C)C)=[O:10].O[Li].O. The catalyst is C1COCC1.CO.O. The product is [Br:1][C:2]1[CH:3]=[C:4]([CH:16]=[CH:17][CH:18]=1)[CH2:5][CH2:6][O:7][CH2:8][C:9]([OH:11])=[O:10]. The yield is 0.990. (2) The reactants are [C:1](=[O:22])(OC1C=CC([N+]([O-])=O)=CC=1)[O:2][CH2:3][C:4]1[CH:9]=[C:8]([CH3:10])[N:7]=[C:6]([CH3:11])[CH:5]=1.CCN(C(C)C)C(C)C.C1(C)C(S(O)(=O)=O)=CC=CC=1.[O:43]1[CH2:47][CH2:46][C@@H:45]([NH2:48])[CH2:44]1.[ClH:49].CCOCC. The product is [ClH:49].[O:43]1[CH2:47][CH2:46][C@@H:45]([NH:48][C:1](=[O:22])[O:2][CH2:3][C:4]2[CH:5]=[C:6]([CH3:11])[N:7]=[C:8]([CH3:10])[CH:9]=2)[CH2:44]1. The yield is 0.460. The catalyst is CN(C=O)C.CN(C1C=CN=CC=1)C.